This data is from Peptide-MHC class I binding affinity with 185,985 pairs from IEDB/IMGT. The task is: Regression. Given a peptide amino acid sequence and an MHC pseudo amino acid sequence, predict their binding affinity value. This is MHC class I binding data. (1) The peptide sequence is RAIKNETSI. The MHC is H-2-Db with pseudo-sequence H-2-Db. The binding affinity (normalized) is 0.871. (2) The peptide sequence is CELTDSSWI. The MHC is HLA-B44:03 with pseudo-sequence HLA-B44:03. The binding affinity (normalized) is 0.529. (3) The peptide sequence is QVIEYLKPY. The MHC is HLA-B57:01 with pseudo-sequence HLA-B57:01. The binding affinity (normalized) is 0.258. (4) The peptide sequence is IEELREHLL. The MHC is HLA-A32:01 with pseudo-sequence HLA-A32:01. The binding affinity (normalized) is 0. (5) The peptide sequence is YRVRNVQTL. The MHC is HLA-A26:03 with pseudo-sequence HLA-A26:03. The binding affinity (normalized) is 0.0847. (6) The peptide sequence is SLQVCVQTVR. The MHC is HLA-A31:01 with pseudo-sequence HLA-A31:01. The binding affinity (normalized) is 0.431. (7) The peptide sequence is AAQRLVHAIA. The MHC is H-2-Db with pseudo-sequence H-2-Db. The binding affinity (normalized) is 0.